From a dataset of Forward reaction prediction with 1.9M reactions from USPTO patents (1976-2016). Predict the product of the given reaction. (1) Given the reactants [Cl:1][C:2]1[C:3](Cl)=[C:4]2[N:10]=[C:9]([C:11]3[CH:16]=[CH:15][C:14]([O:17][CH2:18][CH2:19][N:20]4[CH2:25][CH2:24][O:23][CH2:22][CH2:21]4)=[CH:13][CH:12]=3)[NH:8][C:5]2=[N:6][CH:7]=1.[NH2:27][C:28]1[CH:33]=[CH:32][CH:31]=[CH:30][CH:29]=1, predict the reaction product. The product is: [Cl:1][C:2]1[C:3]([NH:27][C:28]2[CH:33]=[CH:32][CH:31]=[CH:30][CH:29]=2)=[C:4]2[NH:10][C:9]([C:11]3[CH:16]=[CH:15][C:14]([O:17][CH2:18][CH2:19][N:20]4[CH2:21][CH2:22][O:23][CH2:24][CH2:25]4)=[CH:13][CH:12]=3)=[N:8][C:5]2=[N:6][CH:7]=1. (2) Given the reactants [N+:1]([C:4]1[CH:5]=[C:6]([CH:9]=[CH:10][CH:11]=1)[CH:7]=O)([O-:3])=[O:2].[CH2:12]([O:14][C:15](=[O:25])[CH2:16]P(OCC)(OCC)=O)[CH3:13].[H-].[Na+].O, predict the reaction product. The product is: [N+:1]([C:4]1[CH:5]=[C:6]([CH:7]=[CH:16][C:15]([O:14][CH2:12][CH3:13])=[O:25])[CH:9]=[CH:10][CH:11]=1)([O-:3])=[O:2].